Task: Predict the product of the given reaction.. Dataset: Forward reaction prediction with 1.9M reactions from USPTO patents (1976-2016) (1) Given the reactants [F:1][C:2](=[C:18]1[CH2:23][CH2:22][O:21][CH2:20][CH2:19]1)[C:3]([NH:5][NH:6][C:7](=O)[C:8]1[CH:13]=[CH:12][CH:11]=[CH:10][C:9]=1[N+:14]([O-:16])=[O:15])=O.P12(SP3(SP(SP(S3)(S1)=S)(=S)S2)=S)=[S:25].C1(C)C=CC=CC=1, predict the reaction product. The product is: [F:1][C:2](=[C:18]1[CH2:23][CH2:22][O:21][CH2:20][CH2:19]1)[C:3]1[S:25][C:7]([C:8]2[CH:13]=[CH:12][CH:11]=[CH:10][C:9]=2[N+:14]([O-:16])=[O:15])=[N:6][N:5]=1. (2) Given the reactants [O:1]=[S:2]1(=[O:16])[CH2:6][CH2:5][CH2:4][N:3]1[C:7]1[CH:15]=[CH:14][C:10]([C:11]([OH:13])=O)=[CH:9][CH:8]=1.[CH3:17][C:18]1[CH:19]=[CH:20][C:21]([N:26]2[CH2:31][CH2:30][NH:29][CH2:28][CH2:27]2)=[C:22]([CH2:24][OH:25])[CH:23]=1, predict the reaction product. The product is: [O:16]=[S:2]1(=[O:1])[CH2:6][CH2:5][CH2:4][N:3]1[C:7]1[CH:8]=[CH:9][C:10]([C:11]([N:29]2[CH2:28][CH2:27][N:26]([C:21]3[CH:20]=[CH:19][C:18]([CH3:17])=[CH:23][C:22]=3[CH2:24][OH:25])[CH2:31][CH2:30]2)=[O:13])=[CH:14][CH:15]=1. (3) Given the reactants Cl[C:2]1[N:3]=[C:4]([N:23]2[CH2:28][CH2:27][CH:26]([CH2:29][NH:30]C(=O)OC(C)(C)C)[CH2:25][CH2:24]2)[C:5]2[C:10]([C:11]#[N:12])=[CH:9][N:8](S(C3C=CC(C)=CC=3)(=O)=O)[C:6]=2[N:7]=1.[NH2:38][C:39]1[CH:44]=[CH:43][C:42]([N:45]2[CH2:50][CH2:49][N:48]([C:51](=[O:53])[CH3:52])[CH2:47][CH2:46]2)=[CH:41][CH:40]=1.C[Si](Cl)(C)C, predict the reaction product. The product is: [C:51]([N:48]1[CH2:47][CH2:46][N:45]([C:42]2[CH:43]=[CH:44][C:39]([NH:38][C:2]3[N:3]=[C:4]([N:23]4[CH2:24][CH2:25][CH:26]([CH2:29][NH2:30])[CH2:27][CH2:28]4)[C:5]4[C:10]([C:11]#[N:12])=[CH:9][NH:8][C:6]=4[N:7]=3)=[CH:40][CH:41]=2)[CH2:50][CH2:49]1)(=[O:53])[CH3:52]. (4) Given the reactants C([NH:8][C:9]1[CH:14]=[C:13]([C:15]2[C:16]([C:24]3[CH:29]=[CH:28][C:27]([F:30])=[CH:26][CH:25]=3)=[N:17][N:18]3[CH2:23][CH2:22][CH2:21][CH2:20][C:19]=23)[CH:12]=[CH:11][N:10]=1)C1C=CC=CC=1, predict the reaction product. The product is: [F:30][C:27]1[CH:28]=[CH:29][C:24]([C:16]2[C:15]([C:13]3[CH:12]=[CH:11][N:10]=[C:9]([NH2:8])[CH:14]=3)=[C:19]3[CH2:20][CH2:21][CH2:22][CH2:23][N:18]3[N:17]=2)=[CH:25][CH:26]=1. (5) Given the reactants ON=[CH:3][C:4]([NH:6][C:7]1[CH:12]=[CH:11][C:10]([CH2:13][CH2:14][N:15]2[CH2:19][CH2:18][O:17][C:16]2=[O:20])=[CH:9][CH:8]=1)=[O:5].[OH:21]S(O)(=O)=O, predict the reaction product. The product is: [O:20]=[C:16]1[N:15]([CH2:14][CH2:13][C:10]2[CH:11]=[C:12]3[C:7](=[CH:8][CH:9]=2)[NH:6][C:4](=[O:5])[C:3]3=[O:21])[CH2:19][CH2:18][O:17]1. (6) Given the reactants C(OC(=O)[NH:7][CH:8]1[CH2:13][CH2:12][CH:11]([NH:14][C:15]2[N:20]=[C:19]3[N:21](C(C4C=CC=CC=4)(C4C=CC=CC=4)C4C=CC=CC=4)[N:22]=[C:23]([C:24]4[CH:29]=[CH:28][CH:27]=[C:26]([NH:30][CH:31]([C:42]5[CH:47]=[CH:46][CH:45]=[CH:44][CH:43]=5)[CH2:32][CH2:33][NH:34]C(OC(C)(C)C)=O)[CH:25]=4)[C:18]3=[CH:17][N:16]=2)[CH2:10][CH2:9]1)(C)(C)C.Cl, predict the reaction product. The product is: [NH2:34][CH2:33][CH2:32][CH:31]([NH:30][C:26]1[CH:25]=[C:24]([C:23]2[C:18]3[C:19](=[N:20][C:15]([NH:14][CH:11]4[CH2:12][CH2:13][CH:8]([NH2:7])[CH2:9][CH2:10]4)=[N:16][CH:17]=3)[NH:21][N:22]=2)[CH:29]=[CH:28][CH:27]=1)[C:42]1[CH:47]=[CH:46][CH:45]=[CH:44][CH:43]=1. (7) Given the reactants C([O:8][C:9]1[CH:10]=[C:11]([CH:16]=[CH:17][C:18]([O:20][CH2:21][CH3:22])=[O:19])[CH:12]=[CH:13][C:14]=1[CH3:15])C1C=CC=CC=1, predict the reaction product. The product is: [OH:8][C:9]1[CH:10]=[C:11]([CH2:16][CH2:17][C:18]([O:20][CH2:21][CH3:22])=[O:19])[CH:12]=[CH:13][C:14]=1[CH3:15]. (8) Given the reactants C([O:3][C:4](=O)[CH2:5][C:6]1[N:7]=[C:8]([NH2:11])[S:9][CH:10]=1)C.[NH4+:13].[OH-], predict the reaction product. The product is: [NH2:11][C:8]1[S:9][CH:10]=[C:6]([CH2:5][C:4]([NH2:13])=[O:3])[N:7]=1. (9) Given the reactants [C:1]1([C:7]2[O:11][N:10]=[C:9]([C:12]([OH:14])=O)[CH:8]=2)[CH:6]=[CH:5][CH:4]=[CH:3][CH:2]=1.CN(C(ON1N=NC2C=CC=NC1=2)=[N+](C)C)C.F[P-](F)(F)(F)(F)F.Cl.[NH2:40][CH2:41][CH2:42][CH2:43][CH2:44][C:45]([O:47][CH3:48])=[O:46].CCN(C(C)C)C(C)C, predict the reaction product. The product is: [C:1]1([C:7]2[O:11][N:10]=[C:9]([C:12]([NH:40][CH2:41][CH2:42][CH2:43][CH2:44][C:45]([O:47][CH3:48])=[O:46])=[O:14])[CH:8]=2)[CH:2]=[CH:3][CH:4]=[CH:5][CH:6]=1.